Task: Predict the product of the given reaction.. Dataset: Forward reaction prediction with 1.9M reactions from USPTO patents (1976-2016) (1) Given the reactants I[C:2]1[CH:3]=[C:4]([C:8]2[N:9]=[C:10]3[C:16]([C:17](=[O:22])[C:18]([CH3:21])([CH3:20])[CH3:19])=[CH:15][N:14](COCC[Si](C)(C)C)[C:11]3=[N:12][CH:13]=2)[CH:5]=[CH:6][CH:7]=1.C(OC([N:38]1[CH2:42][CH2:41][C:40]2([CH2:46][CH2:45][NH:44][CH2:43]2)[CH2:39]1)=O)(C)(C)C, predict the reaction product. The product is: [CH2:39]1[C:40]2([CH2:46][CH2:45][NH:44][CH2:43]2)[CH2:41][CH2:42][N:38]1[C:2]1[CH:3]=[C:4]([C:8]2[N:9]=[C:10]3[C:16]([C:17](=[O:22])[C:18]([CH3:20])([CH3:19])[CH3:21])=[CH:15][NH:14][C:11]3=[N:12][CH:13]=2)[CH:5]=[CH:6][CH:7]=1. (2) The product is: [F:10][C:9]([F:12])([F:11])[O:8][C:4]1[CH:5]=[CH:6][C:7]([C:17]#[C:16][CH2:15][CH2:14][CH2:13][OH:18])=[CH:2][CH:3]=1. Given the reactants I[C:2]1[CH:7]=[CH:6][CH:5]=[C:4]([O:8][C:9]([F:12])([F:11])[F:10])[CH:3]=1.[CH2:13]([OH:18])[CH2:14][CH2:15][C:16]#[CH:17], predict the reaction product. (3) Given the reactants [CH2:1]([OH:9])[CH2:2][C:3]1[CH:8]=[CH:7][CH:6]=[CH:5][CH:4]=1.[CH2:10]([O:12][CH:13]([O:20]CC)[CH2:14][C:15](OCC)=O)[CH3:11].Cl, predict the reaction product. The product is: [CH2:10]([O:12][C:13](=[O:20])[CH2:14][CH:15]1[C:8]2[C:3](=[CH:4][CH:5]=[CH:6][CH:7]=2)[CH2:2][CH2:1][O:9]1)[CH3:11]. (4) Given the reactants [C:1]([O:5][C:6]([N:8]1[CH2:13][CH2:12][C:11]2[S:14][C:15]([S:17](Cl)(=[O:19])=[O:18])=[CH:16][C:10]=2[CH2:9]1)=[O:7])([CH3:4])([CH3:3])[CH3:2].[NH2:21][C:22]1[CH:27]=[CH:26][CH:25]=[CH:24][C:23]=1[NH:28][S:29]([C:32]1[S:36][C:35]2[CH:37]=[CH:38][CH:39]=[CH:40][C:34]=2[CH:33]=1)(=[O:31])=[O:30].N1C=CC=CC=1, predict the reaction product. The product is: [C:1]([O:5][C:6]([N:8]1[CH2:13][CH2:12][C:11]2[S:14][C:15]([S:17](=[O:19])(=[O:18])[NH:21][C:22]3[CH:27]=[CH:26][CH:25]=[CH:24][C:23]=3[NH:28][S:29]([C:32]3[S:36][C:35]4[CH:37]=[CH:38][CH:39]=[CH:40][C:34]=4[CH:33]=3)(=[O:31])=[O:30])=[CH:16][C:10]=2[CH2:9]1)=[O:7])([CH3:4])([CH3:3])[CH3:2]. (5) Given the reactants [CH2:1]([O:3][C:4]1[CH:13]=[CH:12][C:7]([C:8]([O:10][CH3:11])=[O:9])=[CH:6][C:5]=1I)[CH3:2].[C:15]([C:17]1[CH:22]=[CH:21][CH:20]=[CH:19][N:18]=1)#[CH:16].C(N(CC)CC)C, predict the reaction product. The product is: [CH2:1]([O:3][C:4]1[CH:13]=[CH:12][C:7]([C:8]([O:10][CH3:11])=[O:9])=[CH:6][C:5]=1[C:16]#[C:15][C:17]1[CH:22]=[CH:21][CH:20]=[CH:19][N:18]=1)[CH3:2]. (6) Given the reactants [C:1]([O:5][C:6](=[O:22])[NH:7][C:8]1[CH:13]=[C:12]([CH2:14][CH2:15][CH3:16])[C:11]([C:17]([F:20])([F:19])[F:18])=[CH:10][C:9]=1[NH2:21])([CH3:4])([CH3:3])[CH3:2].C([O:27][C:28](=O)[CH2:29][C:30]([C:32]1[CH:37]=[CH:36][CH:35]=[C:34]([C:38]2[CH:43]=[C:42]([CH3:44])[N:41]=[C:40]([CH3:45])[CH:39]=2)[CH:33]=1)=[O:31])(C)(C)C, predict the reaction product. The product is: [C:1]([O:5][C:6](=[O:22])[NH:7][C:8]1[CH:13]=[C:12]([CH2:14][CH2:15][CH3:16])[C:11]([C:17]([F:20])([F:19])[F:18])=[CH:10][C:9]=1[NH:21][C:28](=[O:27])[CH2:29][C:30]([C:32]1[CH:37]=[CH:36][CH:35]=[C:34]([C:38]2[CH:39]=[C:40]([CH3:45])[N:41]=[C:42]([CH3:44])[CH:43]=2)[CH:33]=1)=[O:31])([CH3:2])([CH3:3])[CH3:4]. (7) Given the reactants [O:1]1[CH2:6][CH2:5][CH:4]([O:7][C:8]2[C:13]([CH2:14][NH:15]C(=O)OC(C)(C)C)=[CH:12][CH:11]=[C:10]([C:23]([F:26])([F:25])[F:24])[N:9]=2)[CH2:3][CH2:2]1.Cl.O1CCOCC1, predict the reaction product. The product is: [O:1]1[CH2:6][CH2:5][CH:4]([O:7][C:8]2[C:13]([CH2:14][NH2:15])=[CH:12][CH:11]=[C:10]([C:23]([F:25])([F:24])[F:26])[N:9]=2)[CH2:3][CH2:2]1. (8) Given the reactants Br[C:2]1[C:3](Br)=[C:4]([Br:8])[CH:5]=[CH:6][CH:7]=1.[C:10]1(B(O)O)[C:23]2[C:24]3=[C:25]4[C:20](=[CH:21][CH:22]=2)[CH:19]=[CH:18][CH:17]=[C:16]4[CH:15]=[CH:14][C:13]3=[CH:12][CH:11]=1.C(=O)([O-])[O-].[Na+].[Na+], predict the reaction product. The product is: [C:10]1([C:6]2[CH:5]=[C:4]([Br:8])[CH:3]=[C:2]([C:17]3[C:16]4[C:25]5=[C:24]6[C:13](=[CH:14][CH:15]=4)[CH:12]=[CH:11][CH:10]=[C:23]6[CH:22]=[CH:21][C:20]5=[CH:19][CH:18]=3)[CH:7]=2)[C:23]2[C:24]3=[C:25]4[C:20](=[CH:21][CH:22]=2)[CH:19]=[CH:18][CH:17]=[C:16]4[CH:15]=[CH:14][C:13]3=[CH:12][CH:11]=1. (9) Given the reactants C([NH:5][S:6]([C:9]1[CH:10]=[C:11]([C:15]2[CH:20]=[CH:19][CH:18]=[C:17]([C:21]3[CH2:22][C:23](=[O:42])[NH:24][C:25]4[CH:31]=[C:30]([C:32]([F:35])([F:34])[F:33])[C:29]([N:36]([CH2:38][CH:39]([CH3:41])[CH3:40])[CH3:37])=[CH:28][C:26]=4[N:27]=3)[CH:16]=2)[CH:12]=[CH:13][CH:14]=1)(=[O:8])=[O:7])(C)(C)C.C(O)(C(F)(F)F)=O, predict the reaction product. The product is: [CH2:38]([N:36]([CH3:37])[C:29]1[C:30]([C:32]([F:33])([F:34])[F:35])=[CH:31][C:25]2[NH:24][C:23](=[O:42])[CH2:22][C:21]([C:17]3[CH:16]=[C:15]([C:11]4[CH:12]=[CH:13][CH:14]=[C:9]([S:6]([NH2:5])(=[O:8])=[O:7])[CH:10]=4)[CH:20]=[CH:19][CH:18]=3)=[N:27][C:26]=2[CH:28]=1)[CH:39]([CH3:41])[CH3:40]. (10) The product is: [Cl:1][C:2]1[CH:7]=[CH:6][C:5]([S:8]([NH:11][C:15]2[C:16]([C:22](=[O:31])[C:23]3[C:28]([F:29])=[CH:27][CH:26]=[CH:25][C:24]=3[Cl:30])=[N:17][CH:18]=[C:19]([Cl:21])[CH:20]=2)(=[O:9])=[O:10])=[CH:4][C:3]=1[C:32]([F:33])([F:34])[F:35]. Given the reactants [Cl:1][C:2]1[CH:7]=[CH:6][C:5]([S:8]([N:11]([C:15]2[C:16]([C:22](=[O:31])[C:23]3[C:28]([F:29])=[CH:27][CH:26]=[CH:25][C:24]=3[Cl:30])=[N:17][CH:18]=[C:19]([Cl:21])[CH:20]=2)COC)(=[O:10])=[O:9])=[CH:4][C:3]=1[C:32]([F:35])([F:34])[F:33].O, predict the reaction product.